From a dataset of Full USPTO retrosynthesis dataset with 1.9M reactions from patents (1976-2016). Predict the reactants needed to synthesize the given product. (1) Given the product [NH2:1][C:4]1[CH:5]=[N:6][N:7]([CH2:9][CH2:10][OH:11])[CH:8]=1, predict the reactants needed to synthesize it. The reactants are: [N+:1]([C:4]1[CH:5]=[N:6][N:7]([CH2:9][CH2:10][OH:11])[CH:8]=1)([O-])=O. (2) Given the product [CH3:16][O:15][C:12]1[CH:11]=[CH:10][C:9]2[N:8]=[CH:7][C:6]3[O:17][CH:3]([CH2:2][N:25]4[CH2:26][CH2:27][CH:28]([NH:31][C:43]([C:40]5[CH:41]=[CH:42][C:36]6[S:35][CH2:34][C:33](=[O:32])[NH:38][C:37]=6[CH:39]=5)=[O:44])[CH2:29][CH2:30]4)[CH2:4][C:5]=3[C:14]=2[CH:13]=1, predict the reactants needed to synthesize it. The reactants are: Br[CH2:2][CH:3]1[O:17][C:6]2[CH:7]=[N:8][C:9]3[CH:10]=[CH:11][C:12]([O:15][CH3:16])=[CH:13][C:14]=3[C:5]=2[CH2:4]1.C(OC([N:25]1[CH2:30][CH2:29][CH:28]([NH2:31])[CH2:27][CH2:26]1)=O)(C)(C)C.[O:32]=[C:33]1[NH:38][C:37]2[CH:39]=[C:40]([C:43](O)=[O:44])[CH:41]=[CH:42][C:36]=2[S:35][CH2:34]1. (3) Given the product [Cl:1][C:2]1[CH:3]=[N:4][N:5]([CH3:17])[C:6]=1[C:7]1[S:8][CH:9]=[C:10]([C:12]([OH:14])=[O:13])[N:11]=1, predict the reactants needed to synthesize it. The reactants are: [Cl:1][C:2]1[CH:3]=[N:4][N:5]([CH3:17])[C:6]=1[C:7]1[S:8][CH:9]=[C:10]([C:12]([O:14]CC)=[O:13])[N:11]=1.[OH-].[K+]. (4) The reactants are: [NH2:1][C:2]1[CH:7]=[CH:6][CH:5]=[CH:4][CH:3]=1.[CH2:8]([O:10][CH:11]([O:16][CH2:17][CH3:18])[CH2:12][N:13]=[C:14]=[NH:15])[CH3:9].CS(O)(=O)=O.[OH-].[Na+]. Given the product [CH2:17]([O:16][CH:11]([O:10][CH2:8][CH3:9])[CH2:12][NH:13][C:14]([NH:1][C:2]1[CH:7]=[CH:6][CH:5]=[CH:4][CH:3]=1)=[NH:15])[CH3:18], predict the reactants needed to synthesize it. (5) Given the product [C:2]([C:6]1[CH:7]=[CH:8][C:9]([CH:12]([C:20]2[NH:21][C:22](=[O:27])[C:23]([Cl:26])=[CH:24][CH:25]=2)[CH2:13][C@H:14]2[CH2:15][CH2:16][C:17](=[O:19])[NH:18]2)=[CH:10][CH:11]=1)([CH3:5])([CH3:3])[CH3:4], predict the reactants needed to synthesize it. The reactants are: Br.[C:2]([C:6]1[CH:11]=[CH:10][C:9]([CH:12]([C:20]2[CH:25]=[CH:24][C:23]([Cl:26])=[C:22]([O:27]C)[N:21]=2)[CH2:13][C@@H:14]2[NH:18][C:17](=[O:19])[CH2:16][CH2:15]2)=[CH:8][CH:7]=1)([CH3:5])([CH3:4])[CH3:3]. (6) The reactants are: C(Cl)(=O)C(Cl)=O.CN(C=O)C.[Cl:12][C:13]1[CH:18]=[CH:17][CH:16]=[CH:15][C:14]=1[C:19]1[C:23]([C:24]([OH:26])=[O:25])=[C:22]([CH:27]2[CH2:29][CH2:28]2)[O:21][N:20]=1.O[N:31]=[C:32]([C:34]1[CH:42]=[CH:41][C:37]2[O:38][CH2:39][O:40][C:36]=2[CH:35]=1)[NH2:33].C1COCC1.C(N(CC)CC)C. Given the product [Cl:12][C:13]1[CH:18]=[CH:17][CH:16]=[CH:15][C:14]=1[C:19]1[C:23]([C:24]([O:26]/[N:31]=[C:32](/[C:34]2[CH:42]=[CH:41][C:37]3[O:38][CH2:39][O:40][C:36]=3[CH:35]=2)\[NH2:33])=[O:25])=[C:22]([CH:27]2[CH2:28][CH2:29]2)[O:21][N:20]=1, predict the reactants needed to synthesize it.